Dataset: Catalyst prediction with 721,799 reactions and 888 catalyst types from USPTO. Task: Predict which catalyst facilitates the given reaction. (1) Reactant: [C:1]([O:5][C:6]([NH:8][C:9]1[N:14]=[C:13]([CH2:15][CH:16]([CH:18]2[CH2:23][CH2:22][N:21]([C:24]([O:26][C:27]([CH3:30])([CH3:29])[CH3:28])=[O:25])[CH2:20][CH2:19]2)[OH:17])[CH:12]=[CH:11][CH:10]=1)=[O:7])([CH3:4])([CH3:3])[CH3:2].C(N(CC)CC)C.[CH3:38][S:39](Cl)(=[O:41])=[O:40].O. Product: [C:1]([O:5][C:6]([NH:8][C:9]1[N:14]=[C:13]([CH2:15][CH:16]([CH:18]2[CH2:19][CH2:20][N:21]([C:24]([O:26][C:27]([CH3:30])([CH3:29])[CH3:28])=[O:25])[CH2:22][CH2:23]2)[O:17][S:39]([CH3:38])(=[O:41])=[O:40])[CH:12]=[CH:11][CH:10]=1)=[O:7])([CH3:3])([CH3:4])[CH3:2]. The catalyst class is: 4. (2) Reactant: COCCOC.[C:7]([C:15]1[CH:20]=[CH:19][CH:18]=[CH:17][C:16]=1[S:21][CH2:22][CH:23]([CH2:26][CH3:27])[CH:24]=O)(=O)[C:8]1[CH:13]=[CH:12][CH:11]=[CH:10][CH:9]=1. Product: [CH2:26]([CH:23]1[CH:24]=[C:7]([C:8]2[CH:13]=[CH:12][CH:11]=[CH:10][CH:9]=2)[C:15]2[CH:20]=[CH:19][CH:18]=[CH:17][C:16]=2[S:21][CH2:22]1)[CH3:27]. The catalyst class is: 739. (3) Reactant: Cl.Cl.[CH:3]1([NH:9][C:10]2[C:14]3([CH2:19][CH2:18][NH:17][CH2:16][CH2:15]3)[N:13]([CH2:20][CH2:21][CH2:22][CH:23]=[CH2:24])[C:12](=[O:25])[N:11]=2)[CH2:8][CH2:7][CH2:6][CH2:5][CH2:4]1.CCN(C(C)C)C(C)C.C(O[BH-](OC(=O)C)OC(=O)C)(=O)C.[Na+].[I:49][C:50]1[CH:51]=[C:52]([CH:55]=[CH:56][CH:57]=1)[CH:53]=O. Product: [CH:3]1([NH:9][C:10]2[C:14]3([CH2:15][CH2:16][N:17]([CH2:53][C:52]4[CH:55]=[CH:56][CH:57]=[C:50]([I:49])[CH:51]=4)[CH2:18][CH2:19]3)[N:13]([CH2:20][CH2:21][CH2:22][CH:23]=[CH2:24])[C:12](=[O:25])[N:11]=2)[CH2:4][CH2:5][CH2:6][CH2:7][CH2:8]1. The catalyst class is: 26. (4) Reactant: [Br:1][C:2]1[CH:7]=[CH:6][C:5]([S:8](Cl)(=[O:10])=[O:9])=[CH:4][C:3]=1[F:12].[CH:13]1([CH2:16][NH2:17])[CH2:15][CH2:14]1. Product: [Br:1][C:2]1[CH:7]=[CH:6][C:5]([S:8]([NH:17][CH2:16][CH:13]2[CH2:15][CH2:14]2)(=[O:10])=[O:9])=[CH:4][C:3]=1[F:12]. The catalyst class is: 4. (5) Reactant: [NH2:1][CH:2]([CH2:13][C:14]1[CH:19]=[CH:18][C:17]([C:20]([F:23])([F:22])[F:21])=[CH:16][CH:15]=1)[CH:3]([C:5]1[CH:10]=[CH:9][C:8]([F:11])=[CH:7][C:6]=1[F:12])[OH:4].[C:24]1([CH2:30][CH2:31][C:32](Cl)=[O:33])[CH:29]=[CH:28][CH:27]=[CH:26][CH:25]=1.C(=O)([O-])O.[Na+]. Product: [F:12][C:6]1[CH:7]=[C:8]([F:11])[CH:9]=[CH:10][C:5]=1[CH:3]([OH:4])[CH:2]([NH:1][C:32](=[O:33])[CH2:31][CH2:30][C:24]1[CH:29]=[CH:28][CH:27]=[CH:26][CH:25]=1)[CH2:13][C:14]1[CH:19]=[CH:18][C:17]([C:20]([F:23])([F:22])[F:21])=[CH:16][CH:15]=1. The catalyst class is: 84. (6) Reactant: [C:1]([O:5][C:6](=[O:27])[N:7]([CH:10]([C:25]#[N:26])[CH2:11][CH2:12][C@H:13]([O:23][CH3:24])[CH2:14][O:15][CH2:16][C:17]1[CH:22]=[CH:21][CH:20]=[CH:19][CH:18]=1)[CH2:8][CH3:9])([CH3:4])([CH3:3])[CH3:2].[NH2:28][OH:29]. Product: [C:1]([O:5][C:6](=[O:27])[N:7]([CH:10]([C:25]([NH:28][OH:29])=[NH:26])[CH2:11][CH2:12][C@H:13]([O:23][CH3:24])[CH2:14][O:15][CH2:16][C:17]1[CH:18]=[CH:19][CH:20]=[CH:21][CH:22]=1)[CH2:8][CH3:9])([CH3:2])([CH3:3])[CH3:4]. The catalyst class is: 14. (7) Reactant: [F:1][C:2]([F:20])([F:19])[C:3]1[CH:8]=[CH:7][CH:6]=[CH:5][C:4]=1[C:9]1[CH:14]=[CH:13][N:12]2[CH:15]=[N:16][C:17]([NH2:18])=[C:11]2[N:10]=1.[N:21]1[CH:26]=[CH:25][CH:24]=[CH:23][C:22]=1[C:27](O)=[O:28].CN(C(ON1N=NC2C=CC=NC1=2)=[N+](C)C)C.F[P-](F)(F)(F)(F)F.CCN(C(C)C)C(C)C. Product: [F:20][C:2]([F:1])([F:19])[C:3]1[CH:8]=[CH:7][CH:6]=[CH:5][C:4]=1[C:9]1[CH:14]=[CH:13][N:12]2[CH:15]=[N:16][C:17]([NH:18][C:27](=[O:28])[C:22]3[CH:23]=[CH:24][CH:25]=[CH:26][N:21]=3)=[C:11]2[N:10]=1. The catalyst class is: 18. (8) Reactant: CO[C:3]1C=CC2CC(=O)CCCC=2[CH:14]=1.[CH2:15]([Mg]Br)[CH3:16].[CH2:19]([C@:26]12[CH2:39][CH2:38][C:37](=[O:40])[CH2:36][C@H:35]1[CH2:34][CH2:33][CH2:32][C:31]1[C:27]2=[N:28][N:29]([CH3:41])[CH:30]=1)[C:20]1[CH:25]=[CH:24][CH:23]=[CH:22][CH:21]=1.[CH2:42]([C@@:49]12[CH2:62][CH2:61][C:60](=[O:63])[CH2:59][C@@H:58]1[CH2:57][CH2:56][CH2:55][C:54]1[C:50]2=[N:51][N:52]([CH3:64])[CH:53]=1)[C:43]1[CH:48]=[CH:47][CH:46]=[CH:45][CH:44]=1.C(O)(=O)C. Product: [CH2:19]([C@:26]12[CH2:39][CH2:38][C@:37]([CH2:15][CH3:16])([OH:40])[CH2:36][C@H:35]1[CH2:34][CH2:33][CH2:32][C:31]1[C:27]2=[N:28][N:29]([CH3:41])[CH:30]=1)[C:20]1[CH:21]=[CH:22][CH:23]=[CH:24][CH:25]=1.[CH2:42]([C@@:49]12[CH2:62][CH2:61][C@@:60]([CH2:3][CH3:14])([OH:63])[CH2:59][C@@H:58]1[CH2:57][CH2:56][CH2:55][C:54]1[C:50]2=[N:51][N:52]([CH3:64])[CH:53]=1)[C:43]1[CH:44]=[CH:45][CH:46]=[CH:47][CH:48]=1. The catalyst class is: 20.